From a dataset of Full USPTO retrosynthesis dataset with 1.9M reactions from patents (1976-2016). Predict the reactants needed to synthesize the given product. The reactants are: [OH:1][C@H:2]1[CH2:7][CH2:6][CH2:5][CH2:4][C@@H:3]1[NH:8][C:9]([C:11]1[C:15]2=[N:16][CH:17]=[CH:18][C:19]([CH3:20])=[C:14]2[NH:13][CH:12]=1)=[O:10].Br[CH2:22][C:23]1[CH:28]=[CH:27][CH:26]=[C:25]([F:29])[CH:24]=1.C(=O)([O-])[O-].[Cs+].[Cs+]. Given the product [F:29][C:25]1[CH:24]=[C:23]([CH:28]=[CH:27][CH:26]=1)[CH2:22][N:13]1[C:14]2[C:15](=[N:16][CH:17]=[CH:18][C:19]=2[CH3:20])[C:11]([C:9]([NH:8][C@H:3]2[CH2:4][CH2:5][CH2:6][CH2:7][C@@H:2]2[OH:1])=[O:10])=[CH:12]1, predict the reactants needed to synthesize it.